Dataset: Experimentally validated miRNA-target interactions with 360,000+ pairs, plus equal number of negative samples. Task: Binary Classification. Given a miRNA mature sequence and a target amino acid sequence, predict their likelihood of interaction. (1) The miRNA is mmu-miR-297b-3p with sequence UAUACAUACACACAUACCCAUA. The protein sequence of the target gene is MASVVLPSGSQCAAAAAAAAPPGLRLRLLLLLFSAAALIPTGDGQNLFTKDVTVIEGEVATISCQVNKSDDSVIQLLNPNRQTIYFRDFRPLKDSRFQLLNFSSSELKVSLTNVSISDEGRYFCQLYTDPPQESYTTITVLVPPRNLMIDIQKDTAVEGEEIEVNCTAMASKPATTIRWFKGNTELKGKSEVEEWSDMYTVTSQLMLKVHKEDDGVPVICQVEHPAVTGNLQTQRYLEVQYKPQVHIQMTYPLQGLTREGDALELTCEAIGKPQPVMVTWVRVDDEMPQHAVLSGPNLFI.... Result: 0 (no interaction). (2) The miRNA is mmu-miR-669h-3p with sequence UAUGCAUAUACACACAUGCACA. The protein sequence of the target gene is MRRAVCFPALCLLLNLHAAGCFSGNNDHFLAINQKKSGKPVFIYKHSQDIEKSLDIAPQKIYRHSYHSSSEAQVSKRHQIVNSAFPRPAYDPSLNLLAMDGQDLEVENLPIPAANVIVVTLQMDVNKLNITLLRIFRQGVAAALGLLPQQVHINRLIGKKNSIELFVSPINRKTGISDALPSEEVLRSLNINVLHQSLSQFGITEVSPEKNVLQGQHEADKIWSKEGFYAVVIFLSIFVIIVTCLMILYRLKERFQLSLRQDKEKNQEIHLSPITLQPALSEAKTVHSMVQPEQAPKVLN.... Result: 0 (no interaction). (3) The miRNA is hsa-miR-16-1-3p with sequence CCAGUAUUAACUGUGCUGCUGA. The protein sequence of the target gene is MNFSEVFKLSSLLCKFSPDGKYLASCVQYRLVVRDVNTLQILQLYTCLDQIQHIEWSADSLFILCAMYKRGLVQVWSLEQPEWHCKIDEGSAGLVASCWSPDGRHILNTTEFHLRITVWSLCTKSVSYIKYPKACLQGITFTRDGRYMALAERRDCKDYVSIFVCSDWQLLRHFDTDTQDLTGIEWAPNGCVLAVWDTCLEYKILLYSLDGRLLSTYSAYEWSLGIKSVAWSPSSQFLAVGSYDGKVRILNHVTWKMITEFGHPAAINDPKIVVYKEAEKSPQLGLGCLSFPPPRAGAGP.... Result: 0 (no interaction). (4) The miRNA is hsa-miR-204-5p with sequence UUCCCUUUGUCAUCCUAUGCCU. The protein sequence of the target gene is MSRSSPSGKGHSRMAEPRFNNPYFWPPPPTMPSQLDNLVLINKIKEQLMAEKIRPPHLPPTSASSQQPLLVPPAPAESSQAVMSLPKLQQVPGLHPQAVPQPDVALHARPATSTVTGLGLSTRTPSVSTSESSAGAGTGTGTSTPSTPTTTSQSRLIASSPTLISGITSPPLLDSIKTIQGHGLLGPPKSERGRKKIKAENPGGPPVLVVPYPILASGETAKEGKTYRCKVCPLTFFTKSEMQIHSKSHTEAKPHKCPHCSKSFANASYLAQHLRIHLGVKPYHCSYCDKSFRQLSHLQQ.... Result: 1 (interaction). (5) The miRNA is hsa-miR-1285-3p with sequence UCUGGGCAACAAAGUGAGACCU. The protein sequence of the target gene is MQFGELLAAVRKAQANVMLFLEEKEQAALSQANGIKAHLEYRSAEMEKSKQELETMAAISNTVQFLEEYCKFKNTEDITFPSVYIGLKDKLSGIRKVITESTVHLIQLLENYKKKLQEFSKEEEYDIRTQVSAIVQRKYWTSKPEPSTREQFLQYVHDITFDPDTAHKYLRLQEENRKVTNTTPWEHPYPDLPSRFLHWRQVLSQQSLYLHRYYFEVEIFGAGTYVGLTCKGIDQKGEERSSCISGNNFSWSLQWNGKEFTAWYSDMETPLKAGPFWRLGVYIDFPGGILSFYGVEYDSM.... Result: 1 (interaction). (6) The miRNA is hsa-miR-3678-5p with sequence UCCGUACAAACUCUGCUGUG. The protein sequence of the target gene is MPQQLLITLPTEASTWVKLQHPKKAVEGAPLWEDVTKMFEGEALLSQDAEDVKTQRESLEDEVTPGLPTAESQELLTFKDISIDFTQEEWGQLAPAHQNLYREVMLENYSNLVSVGYQLSKPSVISQLEKGEEPWMAEKEGPGDPSSDLKSKIETIESTAKSTISQERLYHGIMMESFMRDDIIYSTLRKVSTYDDVLERHQETCMRDVRQAILTHKKRVQETNKFGENIIVHSNVIIEQRHHKYDTPTKRNTYKLDLINHPTSYIRTKTYECNICEKIFKQPIHLTEHMRIHTGEKPFR.... Result: 0 (no interaction). (7) The miRNA is hsa-miR-2355-3p with sequence AUUGUCCUUGCUGUUUGGAGAU. The protein sequence of the target gene is MQKSEGSGGTQLKNRATGNYDQRTSSSTQLKHRNAVQGSKSSLSTSSPESARKLHPRPSDKLNPKTINPFGEQSRVPSAFAAIYSKGGIPCRLVHGSVKHRLQWECPPESLSFDPLLITLAEGLRETKHPYTFVSKEGFRELLLVKGAPEKAIPLLPRLIPVLKAALVHSDDEVFERGLNALVQLSVVVGPSLNDHLKHLLTSLSKRLMDKKFKEPITSALQKLEQHGGSGSLSIIKSKIPTYCSICC. Result: 1 (interaction).